This data is from Full USPTO retrosynthesis dataset with 1.9M reactions from patents (1976-2016). The task is: Predict the reactants needed to synthesize the given product. Given the product [NH2:30][C@@H:27]1[CH2:28][CH2:29][N:25]([C:22]2[N:23]=[CH:24][C:19]([N:13]3[CH:14]=[CH:15][C:10]4[CH:9]=[C:8]([C:5]5[CH:4]=[CH:3][C:2]([Cl:1])=[CH:7][CH:6]=5)[S:17][C:11]=4[C:12]3=[O:16])=[CH:20][CH:21]=2)[CH2:26]1, predict the reactants needed to synthesize it. The reactants are: [Cl:1][C:2]1[CH:7]=[CH:6][C:5]([C:8]2[S:17][C:11]3[C:12](=[O:16])[NH:13][CH:14]=[CH:15][C:10]=3[CH:9]=2)=[CH:4][CH:3]=1.Br[C:19]1[CH:20]=[CH:21][C:22]([N:25]2[CH2:29][CH2:28][C@@H:27]([NH:30]C3CC3)[CH2:26]2)=[N:23][CH:24]=1.C(=O)([O-])[O-].[Cs+].[Cs+].CNCCNC.